Dataset: Full USPTO retrosynthesis dataset with 1.9M reactions from patents (1976-2016). Task: Predict the reactants needed to synthesize the given product. (1) Given the product [NH2:17][C:16]1[C:11]([C:9]2[NH:1][C:2]3[CH:7]=[CH:6][CH:5]=[CH:4][C:3]=3[N:8]=2)=[N:12][CH:13]=[CH:14][N:15]=1, predict the reactants needed to synthesize it. The reactants are: [NH2:1][C:2]1[CH:7]=[CH:6][CH:5]=[CH:4][C:3]=1[NH:8][C:9]([C:11]1[C:16]([NH2:17])=[N:15][CH:14]=[CH:13][N:12]=1)=O.O. (2) Given the product [CH3:1][N:2]([CH3:31])[C:3](=[O:30])[CH2:4][N:5]1[C:14]2[C:9](=[N:10][CH:11]=[C:12]([CH2:15][C:16]3[CH:17]=[CH:18][C:19]([F:22])=[CH:20][CH:21]=3)[CH:13]=2)[C:8]([OH:23])=[C:7]([C:24]([NH:32][CH2:33][C:34]([CH3:38])([CH3:37])[CH2:35][OH:36])=[O:25])[C:6]1=[O:29], predict the reactants needed to synthesize it. The reactants are: [CH3:1][N:2]([CH3:31])[C:3](=[O:30])[CH2:4][N:5]1[C:14]2[C:9](=[N:10][CH:11]=[C:12]([CH2:15][C:16]3[CH:21]=[CH:20][C:19]([F:22])=[CH:18][CH:17]=3)[CH:13]=2)[C:8]([OH:23])=[C:7]([C:24](OCC)=[O:25])[C:6]1=[O:29].[NH2:32][CH2:33][C:34]([CH3:38])([CH3:37])[CH2:35][OH:36].